Predict the reaction yield, written as a fraction of the theoretical maximum amount of product (1.0 means a 100% yield; for example, 0.34 means a 34% yield). From a dataset of Reaction yield outcomes from USPTO patents with 853,638 reactions. (1) The reactants are [CH3:1][O:2][C:3]1[CH:4]=[C:5]2[C:10](=[CH:11][C:12]=1[O:13][CH3:14])[N:9]=[CH:8][N:7]=[C:6]2[O:15][C:16]1[CH:22]=[CH:21][C:19]([NH2:20])=[CH:18][CH:17]=1.C(O)C.[CH3:26][C:27]1[CH:28]=[C:29]([C:33]([N:35]=[C:36]=[S:37])=[O:34])[CH:30]=[CH:31][CH:32]=1. The catalyst is C1(C)C=CC=CC=1. The product is [CH3:1][O:2][C:3]1[CH:4]=[C:5]2[C:10](=[CH:11][C:12]=1[O:13][CH3:14])[N:9]=[CH:8][N:7]=[C:6]2[O:15][C:16]1[CH:22]=[CH:21][C:19]([NH:20][C:36]([NH:35][C:33](=[O:34])[C:29]2[CH:30]=[CH:31][CH:32]=[C:27]([CH3:26])[CH:28]=2)=[S:37])=[CH:18][CH:17]=1. The yield is 0.950. (2) The reactants are [CH2:1]([C:4]1([CH2:18][CH:19]=[CH2:20])[CH2:9][CH2:8][CH2:7][N:6]([C:10]([O:12][C:13]([CH3:16])([CH3:15])[CH3:14])=[O:11])[C:5]1=[O:17])C=C. The catalyst is ClCCl.Cl[Ru](=CC1C=CC=CC=1)([P](C1CCCCC1)(C1CCCCC1)C1CCCCC1)([P](C1CCCCC1)(C1CCCCC1)C1CCCCC1)Cl. The product is [O:17]=[C:5]1[N:6]([C:10]([O:12][C:13]([CH3:16])([CH3:15])[CH3:14])=[O:11])[CH2:7][CH2:8][CH2:9][C:4]21[CH2:1][CH:20]=[CH:19][CH2:18]2. The yield is 0.850. (3) The reactants are [Cl:1][C:2]1[CH:29]=[CH:28][C:5]2[N:6]([C:25](=[O:27])[CH3:26])[CH2:7][C:8]3[CH:15]=[CH:14][C:13](B4OC(C)(C)C(C)(C)O4)=[CH:12][C:9]=3[CH2:10][CH2:11][C:4]=2[CH:3]=1.Br[C:31]1[CH:39]=[CH:38][CH:37]=[CH:36][C:32]=1[C:33]([NH2:35])=[O:34].C([O-])([O-])=O.[Na+].[Na+]. The catalyst is C1C=CC([P]([Pd]([P](C2C=CC=CC=2)(C2C=CC=CC=2)C2C=CC=CC=2)([P](C2C=CC=CC=2)(C2C=CC=CC=2)C2C=CC=CC=2)[P](C2C=CC=CC=2)(C2C=CC=CC=2)C2C=CC=CC=2)(C2C=CC=CC=2)C2C=CC=CC=2)=CC=1. The product is [C:25]([N:6]1[CH2:7][C:8]2[CH:15]=[CH:14][C:13]([C:31]3[CH:39]=[CH:38][CH:37]=[CH:36][C:32]=3[C:33]([NH2:35])=[O:34])=[CH:12][C:9]=2[CH2:10][CH2:11][C:4]2[CH:3]=[C:2]([Cl:1])[CH:29]=[CH:28][C:5]1=2)(=[O:27])[CH3:26]. The yield is 0.580. (4) The reactants are [CH3:1][CH2:2]OCC.[CH3:6][C:7]1[CH:8]=[N:9][NH:10][CH:11]=1.[Li]CCCC.C(O[B:21]1[O:25][C:24]([CH3:27])([CH3:26])[C:23]([CH3:29])([CH3:28])[O:22]1)(C)C. The catalyst is [NH4+].[Cl-]. The product is [CH2:1]([N:9]1[C:8]([B:21]2[O:25][C:24]([CH3:27])([CH3:26])[C:23]([CH3:29])([CH3:28])[O:22]2)=[C:7]([CH3:6])[CH:11]=[N:10]1)[CH3:2]. The yield is 0.800. (5) The reactants are Br[C:2]1[C:10]2[S:9][C:8]([NH:11][C:12]([NH:14][CH2:15][CH3:16])=[O:13])=[N:7][C:6]=2[CH:5]=[C:4]([C:17]2[CH:18]=[N:19][CH:20]=[CH:21][CH:22]=2)[CH:3]=1.C([O-])([O-])=O.[K+].[K+].ClCCl.[Br-].[CH3:33][C:34]1[CH:35]=[CH:36][C:37]([Zn+])=[N:38][CH:39]=1. The catalyst is CN(C=O)C.C1C=CC(P(C2C=CC=CC=2)[C-]2C=CC=C2)=CC=1.C1C=CC(P(C2C=CC=CC=2)[C-]2C=CC=C2)=CC=1.Cl[Pd]Cl.[Fe+2]. The product is [CH2:15]([NH:14][C:12]([NH:11][C:8]1[S:9][C:10]2[C:2]([C:37]3[CH:36]=[CH:35][C:34]([CH3:33])=[CH:39][N:38]=3)=[CH:3][C:4]([C:17]3[CH:18]=[N:19][CH:20]=[CH:21][CH:22]=3)=[CH:5][C:6]=2[N:7]=1)=[O:13])[CH3:16]. The yield is 0.0400. (6) The reactants are [F:1][C:2]1[CH:3]=[C:4]([CH:30]=[C:31]([F:33])[CH:32]=1)[CH2:5][N:6]1[C:11](=[O:12])[CH:10]=[CH:9][C:8]([CH2:13][C:14]2[C:22]3[C:17](=[CH:18][CH:19]=[C:20]([F:23])[CH:21]=3)[N:16]([CH2:24][C:25]([O:27]C)=[O:26])[C:15]=2[CH3:29])=[CH:7]1.O.[OH-].[Li+]. No catalyst specified. The product is [F:1][C:2]1[CH:3]=[C:4]([CH:30]=[C:31]([F:33])[CH:32]=1)[CH2:5][N:6]1[C:11](=[O:12])[CH:10]=[CH:9][C:8]([CH2:13][C:14]2[C:22]3[C:17](=[CH:18][CH:19]=[C:20]([F:23])[CH:21]=3)[N:16]([CH2:24][C:25]([OH:27])=[O:26])[C:15]=2[CH3:29])=[CH:7]1. The yield is 0.730.